The task is: Predict the reaction yield, written as a fraction of the theoretical maximum amount of product (1.0 means a 100% yield; for example, 0.34 means a 34% yield).. This data is from Reaction yield outcomes from USPTO patents with 853,638 reactions. (1) The reactants are [CH2:1]([C:5]1[N:6]=[C:7]([CH2:27][CH3:28])[NH:8][C:9](=[O:26])[C:10]=1[CH2:11][C:12]1[CH:17]=[CH:16][C:15]([C:18]2[C:19]([C:24]#[N:25])=[CH:20][CH:21]=[CH:22][CH:23]=2)=[CH:14][CH:13]=1)[CH2:2][CH2:3][CH3:4].[C:29]([O:32][CH2:33][C:34]([CH3:46])([CH3:45])[O:35][C:36]1[CH:41]=[CH:40][C:39](B(O)O)=[CH:38][CH:37]=1)(=[O:31])[CH3:30].C(N(CC)CC)C.N1C=CC=CC=1. The catalyst is ClCCl.C(OCC)(=O)C.C([O-])(=O)C.[Cu+2].C([O-])(=O)C. The product is [C:29]([O:32][CH2:33][C:34]([O:35][C:36]1[CH:37]=[CH:38][C:39]([N:8]2[C:9](=[O:26])[C:10]([CH2:11][C:12]3[CH:17]=[CH:16][C:15]([C:18]4[CH:23]=[CH:22][CH:21]=[CH:20][C:19]=4[C:24]#[N:25])=[CH:14][CH:13]=3)=[C:5]([CH2:1][CH2:2][CH2:3][CH3:4])[N:6]=[C:7]2[CH2:27][CH3:28])=[CH:40][CH:41]=1)([CH3:46])[CH3:45])(=[O:31])[CH3:30]. The yield is 0.760. (2) The reactants are C[O:2][C:3]([C:5]1[N:6]=[N:7][C:8]([O:11][CH2:12][C:13]2[C:14]([C:19]3[CH:24]=[CH:23][CH:22]=[CH:21][CH:20]=3)=[N:15][O:16][C:17]=2[CH3:18])=[CH:9][CH:10]=1)=[O:4].COC(=O)C1C=CC(OCC2C(CCCC)=NOC=2C)=NC=1. No catalyst specified. The product is [CH3:18][C:17]1[O:16][N:15]=[C:14]([C:19]2[CH:20]=[CH:21][CH:22]=[CH:23][CH:24]=2)[C:13]=1[CH2:12][O:11][C:8]1[N:7]=[N:6][C:5]([C:3]([OH:4])=[O:2])=[CH:10][CH:9]=1. The yield is 0.450. (3) The reactants are [O:1]=[C:2]1[CH2:7][NH:6][CH2:5][CH2:4][N:3]1[C:8]1[CH:13]=[CH:12][C:11]([S:14]([NH:17][C:18]2[S:19][CH:20]=[CH:21][N:22]=2)(=[O:16])=[O:15])=[CH:10][CH:9]=1.F[C:24]1[CH:32]=[C:31]2[C:27]([CH:28]=[CH:29][N:30]2[C:33]([CH3:38])([CH3:37])[C:34](O)=[O:35])=[CH:26][CH:25]=1.CN(C(ON1N=NC2C=CC=NC1=2)=[N+](C)C)C.[F:56][P-](F)(F)(F)(F)F.C(=O)(O)[O-].[Na+].Cl.S1C(N)=NC=N1. No catalyst specified. The product is [F:56][C:26]1[CH:25]=[CH:24][CH:32]=[C:31]2[C:27]=1[CH:28]=[CH:29][N:30]2[C:33]([CH3:38])([CH3:37])[C:34]([N:6]1[CH2:5][CH2:4][N:3]([C:8]2[CH:9]=[CH:10][C:11]([S:14]([NH:17][C:18]3[S:19][CH:20]=[CH:21][N:22]=3)(=[O:16])=[O:15])=[CH:12][CH:13]=2)[C:2](=[O:1])[CH2:7]1)=[O:35]. The yield is 0.320. (4) The reactants are [C:1]1([C:7]([O:9][C@H:10]2[CH2:20][O:19][C@H:12]3[C@H:13]([OH:18])[C@H:14]([O:17][C@@H:11]23)[O:15][CH3:16])=[O:8])[CH:6]=[CH:5][CH:4]=[CH:3][CH:2]=1.[CH3:21]I. The catalyst is CN(C=O)C.C(OCC)(=O)C.[Ag-]=O. The product is [CH3:21][O:18][C@H:13]1[C@@H:12]2[O:19][CH2:20][C@H:10]([O:9][C:7]([C:1]3[CH:2]=[CH:3][CH:4]=[CH:5][CH:6]=3)=[O:8])[C@@H:11]2[O:17][C@@H:14]1[O:15][CH3:16]. The yield is 0.760. (5) The reactants are [CH2:1]([CH:8]([C:14]([NH:16][C@H:17]([C:28]1[S:29][CH:30]=[C:31]([CH2:33][CH3:34])[N:32]=1)[CH2:18][C:19]1[CH:24]=[CH:23][C:22]([N+:25]([O-:27])=[O:26])=[CH:21][CH:20]=1)=[O:15])[C:9]([O:11]CC)=O)[C:2]1[CH:7]=[CH:6][CH:5]=[CH:4][CH:3]=1.C(=O)([O-])[O-].[K+].[K+].[C:41](=[N:44]O)([NH2:43])[CH3:42]. The catalyst is C1(C)C=CC=CC=1. The product is [CH2:33]([C:31]1[N:32]=[C:28]([C@@H:17]([NH:16][C:14](=[O:15])[CH:8]([C:9]2[O:11][N:44]=[C:41]([CH3:42])[N:43]=2)[CH2:1][C:2]2[CH:3]=[CH:4][CH:5]=[CH:6][CH:7]=2)[CH2:18][C:19]2[CH:20]=[CH:21][C:22]([N+:25]([O-:27])=[O:26])=[CH:23][CH:24]=2)[S:29][CH:30]=1)[CH3:34]. The yield is 0.940. (6) The reactants are [CH3:1][C:2]1[S:6][C:5]([C:7]([OH:9])=O)=[CH:4][C:3]=1[C:10]1[N:14]([CH3:15])[N:13]=[CH:12][CH:11]=1.[NH2:16][C@@H:17]([CH2:30][C:31]1[CH:36]=[C:35]([F:37])[CH:34]=[CH:33][C:32]=1[F:38])[CH2:18][N:19]1[C:27](=[O:28])[C:26]2[C:21](=[CH:22][CH:23]=[CH:24][CH:25]=2)[C:20]1=[O:29].FC1C=CC=C(F)C=1C[C@@H](C(O)=O)N.C1CN([P+](Br)(N2CCCC2)N2CCCC2)CC1.F[P-](F)(F)(F)(F)F.CCN(C(C)C)C(C)C. The catalyst is C(Cl)(Cl)Cl. The product is [F:38][C:32]1[CH:33]=[CH:34][C:35]([F:37])=[CH:36][C:31]=1[CH2:30][C@H:17]([NH:16][C:7]([C:5]1[S:6][C:2]([CH3:1])=[C:3]([C:10]2[N:14]([CH3:15])[N:13]=[CH:12][CH:11]=2)[CH:4]=1)=[O:9])[CH2:18][N:19]1[C:27](=[O:28])[C:26]2[C:21](=[CH:22][CH:23]=[CH:24][CH:25]=2)[C:20]1=[O:29]. The yield is 0.520. (7) The reactants are [CH2:1]1[CH2:6][C@H:5]([C:7]([OH:9])=[O:8])[CH2:4][CH2:3][C@H:2]1[CH2:10][NH2:11].[CH3:12][CH:13]([CH3:32])[C:14]([O:16][CH:17]([O:21][C:22](ON1C(=O)CCC1=O)=[O:23])[CH:18]([CH3:20])[CH3:19])=[O:15]. The catalyst is CC(OC)(C)C.CC(C)=O.O. The product is [CH3:12][CH:13]([CH3:32])[C:14]([O:16][CH:17]([O:21][C:22]([NH:11][CH2:10][C@H:2]1[CH2:3][CH2:4][C@H:5]([C:7]([OH:9])=[O:8])[CH2:6][CH2:1]1)=[O:23])[CH:18]([CH3:19])[CH3:20])=[O:15]. The yield is 0.710.